From a dataset of Forward reaction prediction with 1.9M reactions from USPTO patents (1976-2016). Predict the product of the given reaction. Given the reactants Br[C:2]1[N:7]=[CH:6][CH:5]=[CH:4][N:3]=1.C([Sn](CCCC)(CCCC)[C:13]([O:15][CH2:16][CH3:17])=[CH2:14])CCC.C([O-])(O)=O.[Na+], predict the reaction product. The product is: [CH2:16]([O:15][C:13]([C:2]1[N:7]=[CH:6][CH:5]=[CH:4][N:3]=1)=[CH2:14])[CH3:17].